This data is from Drug-target binding data from BindingDB using IC50 measurements. The task is: Regression. Given a target protein amino acid sequence and a drug SMILES string, predict the binding affinity score between them. We predict pIC50 (pIC50 = -log10(IC50 in M); higher means more potent). Dataset: bindingdb_ic50. (1) The compound is CN(C)c1ccc(C=CC=C2SC(S)=NC2=O)cc1. The target protein (P05364) has sequence MMRKSLCCALLLGISCSALATPVSEKQLAEVVANTITPLMKAQSVPGMAVAVIYQGKPHYYTFGKADIAANKPVTPQTLFELGSISKTFTGVLGGDAIARGEISLDDAVTRYWPQLTGKQWQGIRMLDLATYTAGGLPLQVPDEVTDNASLLRFYQNWQPQWKPGTTRLYANASIGLFGALAVKPSGMPYEQAMTTRVLKPLKLDHTWINVPKAEEAHYAWGYRDGKAVRVSPGMLDAQAYGVKTNVQDMANWVMANMAPENVADASLKQGIALAQSRYWRIGSMYQGLGWEMLNWPVEANTVVEGSDSKVALAPLPVAEVNPPAPPVKASWVHKTGSTGGFGSYVAFIPEKQIGIVMLANTSYPNPARVEAAYHILEALQ. The pIC50 is 5.1. (2) The small molecule is CN(Cc1cnc2nc(N)nc(N)c2n1)c1ccc(C(=O)NC(CCC(=O)NN)C(=O)NN)cc1. The target protein (P00376) has sequence MVRPLNCIVAVSQNMGIGKNGDLPWPPLRNEFQYFQRMTTVSSVEGKQNLVIMGRKTWFSIPEKNRPLKDRINIVLSRELKEPPKGAHFLAKSLDDALELIEDPELTNKVDVVWIVGGSSVYKEAMNKPGHVRLFVTRIMQEFESDAFFPEIDFEKYKLLPEYPGVPLDVQEEKGIKYKFEVYEKNN. The pIC50 is 4.4. (3) The small molecule is COc1ccc(/C=C/C(=O)N2CCN(C(=O)c3ccc(Cl)c(C)c3)CC2)cc1. The target protein (Q3U6B2) has sequence MANNFTTPLATSHGNNCDLYAHHSTARVLMPLHYSLVFIIGLVGNLLALVVIVQNRKKINSTTLYSMNLVISDILFTTALPTRIAYYALGFDWRIGDALCRVTALVFYINTYAGVNFMTCLSIDRFFAVVHPLRYNKIKRIEYAKGVCLSVWILVFAQTLPLLLTPMSKEEGDKTTCMEYPNFEGTASLPWILLGACLLGYVLPITVILLCYSQICCKLFRTAKQNPLTEKSGVNKKALNTIILIIVVFILCFTPYHVAIIQHMIKMLCSPGALECGARHSFQISLHFTVCLMNFNCCMDPFIYFFACKGYKRKVMKMLKRQVSVSISSAVRSAPEENSREMTESQMMIHSKASNGR. The pIC50 is 7.7. (4) The small molecule is C[C@]1(/C=C/c2cncs2)[C@H](C(=O)O)N2C(=O)C[C@H]2S1(=O)=O. The target protein (P02919) has sequence MAGNDREPIGRKGKPTRPVKQKVSRRRYEDDDDYDDYDDYEDEEPMPRKGKGKGKGRKPRGKRGWLWLLLKLAIVFAVLIAIYGVYLDQKIRSRIDGKVWQLPAAVYGRMVNLEPDMTISKNEMVKLLEATQYRQVSKMTRPGEFTVQANSIEMIRRPFDFPDSKEGQVRARLTFDGDHLATIVNMENNRQFGFFRLDPRLITMISSPNGEQRLFVPRSGFPDLLVDTLLATEDRHFYEHDGISLYSIGRAVLANLTAGRTVQGASTLTQQLVKNLFLSSERSYWRKANEAYMALIMDARYSKDRILELYMNEVYLGQSGDNEIRGFPLASLYYFGRPVEELSLDQQALLVGMVKGASIYNPWRNPKLALERRNLVLRLLQQQQIIDQELYDMLSARPLGVQPRGGVISPQPAFMQLVRQELQAKLGDKVKDLSGVKIFTTFDSVAQDAAEKAAVEGIPALKKQRKLSDLETAIVVVDRFSGEVRAMVGGSEPQFAGYNR.... The pIC50 is 2.0. (5) The target protein (Q9NX74) has sequence MILNSLSLCYHNKLILAPMVRVGTLPMRLLALDYGADIVYCEELIDLKMIQCKRVVNEVLSTVDFVAPDDRVVFRTCEREQNRVVFQMGTSDAERALAVARLVENDVAGIDVNMGCPKQYSTKGGMGAALLSDPDKIEKILSTLVKGTRRPVTCKIRILPSLEDTLSLVKRIERTGIAAIAVHGRKREERPQHPVSCEVIKAIADTLSIPVIANGGSHDHIQQYSDIEDFRQATAASSVMVARAAMWNPSIFLKEGLRPLEEVMQKYIRYAVQYDNHYTNTKYCLCQMLREQLESPQGRLLHAAQSSREICEAFGLGAFYEETTQELDAQQARLSAKTSEQTGEPAEDTSGVIKMAVKFDRRAYPAQITPKMCLLEWCRREKLAQPVYETVQRPLDRLFSSIVTVAEQKYQSTLWDKSKKLAEQAAAIVCLRSQGLPEGRLGEESPSLHKRKREAPDQDPGGPRAQELAQPGDLCKKPFVALGSGEESPLEGW. The pIC50 is 5.8. The small molecule is C=CC(=O)Nc1cc2c(Nc3ccc(F)c(Cl)c3)ncnc2cc1OC. (6) The compound is CCN(CC)CCOC(=O)c1ccc(OC)c(NC(=O)Nc2cc(-c3ccc(OC)nc3)ccc2OC(F)(F)F)c1. The target protein (P35968) has sequence MQSKVLLAVALWLCVETRAASVGLPSVSLDLPRLSIQKDILTIKANTTLQITCRGQRDLDWLWPNNQSGSEQRVEVTECSDGLFCKTLTIPKVIGNDTGAYKCFYRETDLASVIYVYVQDYRSPFIASVSDQHGVVYITENKNKTVVIPCLGSISNLNVSLCARYPEKRFVPDGNRISWDSKKGFTIPSYMISYAGMVFCEAKINDESYQSIMYIVVVVGYRIYDVVLSPSHGIELSVGEKLVLNCTARTELNVGIDFNWEYPSSKHQHKKLVNRDLKTQSGSEMKKFLSTLTIDGVTRSDQGLYTCAASSGLMTKKNSTFVRVHEKPFVAFGSGMESLVEATVGERVRIPAKYLGYPPPEIKWYKNGIPLESNHTIKAGHVLTIMEVSERDTGNYTVILTNPISKEKQSHVVSLVVYVPPQIGEKSLISPVDSYQYGTTQTLTCTVYAIPPPHHIHWYWQLEEECANEPSQAVSVTNPYPCEEWRSVEDFQGGNKIEVN.... The pIC50 is 4.4.